The task is: Predict the reactants needed to synthesize the given product.. This data is from Full USPTO retrosynthesis dataset with 1.9M reactions from patents (1976-2016). (1) Given the product [Cl:1][C:2]1[C:7]([C:8]#[N:9])=[C:6]([NH:10][CH2:11][CH2:12][OH:13])[N:5]=[C:4]([NH:25][CH2:24][C:20]2[CH:19]=[N:18][CH:23]=[CH:22][CH:21]=2)[N:3]=1, predict the reactants needed to synthesize it. The reactants are: [Cl:1][C:2]1[C:7]([C:8]#[N:9])=[C:6]([NH:10][CH2:11][CH2:12][OH:13])[N:5]=[C:4](S(C)(=O)=O)[N:3]=1.[N:18]1[CH:23]=[CH:22][CH:21]=[C:20]([CH2:24][NH2:25])[CH:19]=1.C(N(C(C)C)C(C)C)C. (2) Given the product [C:22]([O:19][C:18](=[O:20])[C@@H:9]([NH:8][C:1]([O:3][C:4]([CH3:5])([CH3:7])[CH3:6])=[O:2])[CH2:10][C:11]1[CH:12]=[CH:13][C:14]([F:17])=[CH:15][CH:16]=1)([CH3:24])([CH3:23])[CH3:21], predict the reactants needed to synthesize it. The reactants are: [C:1]([NH:8][C@H:9]([C:18]([OH:20])=[O:19])[CH2:10][C:11]1[CH:16]=[CH:15][C:14]([F:17])=[CH:13][CH:12]=1)([O:3][C:4]([CH3:7])([CH3:6])[CH3:5])=[O:2].[CH3:21][C:22](O)([CH3:24])[CH3:23].C1CCC(N=C=NC2CCCCC2)CC1. (3) Given the product [CH:27]([C:29]1[CH:34]=[C:33]([N:16]2[CH2:15][CH:14]([CH2:21][CH2:22][NH:23][C:24](=[O:26])[CH3:25])[C:13]3[C:18](=[CH:19][CH:20]=[C:11]([O:10][CH3:9])[CH:12]=3)[CH2:17]2)[CH:32]=[CH:31][CH:30]=1)=[O:28], predict the reactants needed to synthesize it. The reactants are: C(N(CC)CC)C.Cl.[CH3:9][O:10][C:11]1[CH:12]=[C:13]2[C:18](=[CH:19][CH:20]=1)[CH2:17][NH:16][CH2:15][CH:14]2[CH2:21][CH2:22][NH:23][C:24](=[O:26])[CH3:25].[CH:27]([C:29]1[CH:30]=[C:31](B(O)O)[CH:32]=[CH:33][CH:34]=1)=[O:28]. (4) Given the product [OH:8][C:9]1[CH:10]=[C:11]([CH:47]=[CH:48][C:49]=1[OH:50])[CH2:12][N:13]1[CH2:33][C@@H:32]2[C:15]3([C:19](=[O:20])[N:18]([CH2:21][CH2:22][N:23]4[CH2:24][CH2:25][O:26][CH2:27][CH2:28]4)[C:17](=[O:29])[N:16]3[C@H:30]([C:34]3[C:43]4[C:38](=[CH:39][CH:40]=[CH:41][CH:42]=4)[C:37]([N:44]([CH3:45])[CH3:46])=[CH:36][CH:35]=3)[CH2:31]2)[CH2:14]1, predict the reactants needed to synthesize it. The reactants are: C([O:8][C:9]1[CH:10]=[C:11]([CH:47]=[CH:48][C:49]=1[O:50]CC1C=CC=CC=1)[CH2:12][N:13]1[CH2:33][C@@H:32]2[C:15]3([C:19](=[O:20])[N:18]([CH2:21][CH2:22][N:23]4[CH2:28][CH2:27][O:26][CH2:25][CH2:24]4)[C:17](=[O:29])[N:16]3[C@H:30]([C:34]3[C:43]4[C:38](=[CH:39][CH:40]=[CH:41][CH:42]=4)[C:37]([N:44]([CH3:46])[CH3:45])=[CH:36][CH:35]=3)[CH2:31]2)[CH2:14]1)C1C=CC=CC=1. (5) The reactants are: [CH3:1][O:2][C:3]1[CH:8]=[C:7]([CH2:9][CH:10]=O)[C:6]([O:12][CH3:13])=[CH:5][C:4]=1[C:14]1[N:19]=[C:18]([NH:20][C:21](=[O:26])[C:22]([CH3:25])([CH3:24])[CH3:23])[CH:17]=[CH:16][CH:15]=1.[CH3:27][NH:28][CH3:29].C(O[BH-](OC(=O)C)OC(=O)C)(=O)C.[Na+].C(O)(=O)C. Given the product [CH3:27][N:28]([CH3:29])[CH2:10][CH2:9][C:7]1[C:6]([O:12][CH3:13])=[CH:5][C:4]([C:14]2[N:19]=[C:18]([NH:20][C:21](=[O:26])[C:22]([CH3:24])([CH3:25])[CH3:23])[CH:17]=[CH:16][CH:15]=2)=[C:3]([O:2][CH3:1])[CH:8]=1, predict the reactants needed to synthesize it.